Dataset: Full USPTO retrosynthesis dataset with 1.9M reactions from patents (1976-2016). Task: Predict the reactants needed to synthesize the given product. (1) The reactants are: [F:1][C:2]1[CH:3]=[C:4]([NH:10][C:11]2[C:16]([C:17]3[N:22]=[C:21]([CH3:23])[N:20]=[C:19]([N:24](CC4C=CC(OC)=CC=4)CC4C=CC(OC)=CC=4)[N:18]=3)=[CH:15][C:14]([CH2:43][C:44]3[CH:49]=[CH:48][C:47]([S:50]([CH3:53])(=[O:52])=[O:51])=[CH:46][CH:45]=3)=[CH:13][N:12]=2)[CH:5]=[N:6][C:7]=1[O:8][CH3:9].FC(F)(F)C(O)=O. Given the product [F:1][C:2]1[CH:3]=[C:4]([NH:10][C:11]2[C:16]([C:17]3[N:22]=[C:21]([CH3:23])[N:20]=[C:19]([NH2:24])[N:18]=3)=[CH:15][C:14]([CH2:43][C:44]3[CH:49]=[CH:48][C:47]([S:50]([CH3:53])(=[O:51])=[O:52])=[CH:46][CH:45]=3)=[CH:13][N:12]=2)[CH:5]=[N:6][C:7]=1[O:8][CH3:9], predict the reactants needed to synthesize it. (2) Given the product [O:28]1[CH:29]=[CH:30][CH:31]=[C:27]1[C:24]1[N:22]2[N:23]=[C:18]([O:14][CH2:13][C:3]3[C:4]([C:7]4[CH:12]=[CH:11][CH:10]=[CH:9][CH:8]=4)=[N:5][O:6][C:2]=3[CH3:1])[CH:19]=[CH:20][C:21]2=[N:26][N:25]=1, predict the reactants needed to synthesize it. The reactants are: [CH3:1][C:2]1[O:6][N:5]=[C:4]([C:7]2[CH:12]=[CH:11][CH:10]=[CH:9][CH:8]=2)[C:3]=1[CH2:13][OH:14].[H-].[Na+].Cl[C:18]1[CH:19]=[CH:20][C:21]2[N:22]([C:24]([C:27]3[O:28][CH:29]=[CH:30][CH:31]=3)=[N:25][N:26]=2)[N:23]=1. (3) Given the product [CH2:22]([N:13]1[CH:12]([C:10]([NH:9][C:3]2[CH:4]=[CH:5][C:6]([F:8])=[CH:7][C:2]=2[F:1])=[O:11])[CH2:21][C:20]2[C:15](=[CH:16][CH:17]=[CH:18][CH:19]=2)[CH2:14]1)[C:23]1[CH:28]=[CH:27][CH:26]=[CH:25][CH:24]=1, predict the reactants needed to synthesize it. The reactants are: [F:1][C:2]1[CH:7]=[C:6]([F:8])[CH:5]=[CH:4][C:3]=1[NH:9][C:10]([CH:12]1[CH2:21][C:20]2[C:15](=[CH:16][CH:17]=[CH:18][CH:19]=2)[CH2:14][NH:13]1)=[O:11].[CH2:22](Br)[C:23]1[CH:28]=[CH:27][CH:26]=[CH:25][CH:24]=1.C(N(CC)CC)C.C(O)(=O)CC(CC(O)=O)(C(O)=O)O. (4) Given the product [CH2:22]([O:25][NH:26][C:14]([C:12]1[N:11]=[CH:10][C:9]2[N:5]([CH2:4][C:3]3[CH:17]=[CH:18][CH:19]=[C:20]([F:21])[C:2]=3[F:1])[CH:6]=[N:7][C:8]=2[CH:13]=1)=[O:16])[CH:23]=[CH2:24], predict the reactants needed to synthesize it. The reactants are: [F:1][C:2]1[C:20]([F:21])=[CH:19][CH:18]=[CH:17][C:3]=1[CH2:4][N:5]1[C:9]2[CH:10]=[N:11][C:12]([C:14]([OH:16])=O)=[CH:13][C:8]=2[N:7]=[CH:6]1.[CH2:22]([O:25][NH2:26])[CH:23]=[CH2:24]. (5) Given the product [CH3:11][O:12][C:13](=[O:22])[CH2:14][C:15]1([NH:21][C:2]2[CH:7]=[CH:6][CH:5]=[CH:4][C:3]=2[N+:8]([O-:10])=[O:9])[CH2:16][CH2:17][CH2:18][CH2:19][CH2:20]1, predict the reactants needed to synthesize it. The reactants are: F[C:2]1[CH:7]=[CH:6][CH:5]=[CH:4][C:3]=1[N+:8]([O-:10])=[O:9].[CH3:11][O:12][C:13](=[O:22])[CH2:14][C:15]1([NH2:21])[CH2:20][CH2:19][CH2:18][CH2:17][CH2:16]1.CCN(C(C)C)C(C)C. (6) Given the product [Cl:1][C:2]1[CH:3]=[N:4][CH:5]=[C:6]([Cl:27])[C:7]=1[NH:8][C:9]1[NH:10][C:11]2[C:17]3[CH2:18][C:19]([CH3:21])([CH3:22])[O:20][C:16]=3[C:15]([C:23]([NH:31][C:30]3[CH:32]=[CH:33][C:34]([F:37])=[C:35]([F:36])[C:29]=3[F:28])=[O:25])=[CH:14][C:12]=2[N:13]=1, predict the reactants needed to synthesize it. The reactants are: [Cl:1][C:2]1[CH:3]=[N:4][CH:5]=[C:6]([Cl:27])[C:7]=1[NH:8][C:9]1[NH:10][C:11]2[C:17]3[CH2:18][C:19]([CH3:22])([CH3:21])[O:20][C:16]=3[C:15]([C:23]([O:25]C)=O)=[CH:14][C:12]=2[N:13]=1.[F:28][C:29]1[C:35]([F:36])=[C:34]([F:37])[CH:33]=[CH:32][C:30]=1[NH2:31].C[Al](C)C.